Dataset: Full USPTO retrosynthesis dataset with 1.9M reactions from patents (1976-2016). Task: Predict the reactants needed to synthesize the given product. (1) Given the product [C:38]([O:31][C:28]([C@@:17]1([O:18][C:19]2[CH:24]=[C:23]([F:25])[C:22]([F:26])=[C:21]([F:27])[CH:20]=2)[CH2:16][CH2:15][CH2:14][N:13]2[C:9]([C:7]3[CH:6]=[CH:5][C:4]([N:32]4[CH:36]=[C:35]([CH3:37])[N:34]=[CH:33]4)=[C:3]([O:2][CH3:1])[N:8]=3)=[N:10][N:11]=[C:12]12)([CH3:30])[CH3:29])(=[O:47])[C@H:39]([C:41]1[CH:46]=[CH:45][CH:44]=[CH:43][CH:42]=1)[OH:40], predict the reactants needed to synthesize it. The reactants are: [CH3:1][O:2][C:3]1[N:8]=[C:7]([C:9]2[N:13]3[CH2:14][CH2:15][CH2:16][C@@:17]([C:28]([OH:31])([CH3:30])[CH3:29])([O:18][C:19]4[CH:24]=[C:23]([F:25])[C:22]([F:26])=[C:21]([F:27])[CH:20]=4)[C:12]3=[N:11][N:10]=2)[CH:6]=[CH:5][C:4]=1[N:32]1[CH:36]=[C:35]([CH3:37])[N:34]=[CH:33]1.[C:38](O)(=[O:47])[CH:39]([C:41]1[CH:46]=[CH:45][CH:44]=[CH:43][CH:42]=1)[OH:40].CCCCCC. (2) Given the product [CH2:5]([O:7][C:8](=[O:25])[C:9]([CH3:10])([O:12][C:13]1[CH:14]=[CH:15][C:16]([S:19][CH2:20][CH2:44][C:28]2[N:29]=[C:30]([C:32]3[CH:37]=[CH:36][CH:35]=[CH:34][CH:33]=3)[O:31][C:27]=2[CH3:26])=[CH:17][CH:18]=1)[CH3:11])[CH3:6], predict the reactants needed to synthesize it. The reactants are: [O-]CC.[Na+].[CH2:5]([O:7][C:8](=[O:25])[C:9]([O:12][C:13]1[CH:18]=[CH:17][C:16]([S:19][C:20](=O)N(C)C)=[CH:15][CH:14]=1)([CH3:11])[CH3:10])[CH3:6].[CH3:26][C:27]1[O:31][C:30]([C:32]2[CH:37]=[CH:36][C:35](C3C=CC=CC=3)=[CH:34][CH:33]=2)=[N:29][C:28]=1[CH2:44]COS(C1C=CC(C)=CC=1)(=O)=O. (3) Given the product [Cl:14][C:2]1[CH:7]=[CH:6][C:5]([S:8]([Cl:11])(=[O:10])=[O:9])=[CH:4][C:3]=1[O:12][CH3:13], predict the reactants needed to synthesize it. The reactants are: F[C:2]1[CH:7]=[CH:6][C:5]([S:8]([Cl:11])(=[O:10])=[O:9])=[CH:4][C:3]=1[O:12][CH3:13].[Cl:14]C1C=CC(N)=CC=1OC. (4) Given the product [F:14][C:13]([F:16])([F:15])[C:12]([NH:11][CH2:10][CH2:9][CH:8]([OH:18])[C:4]1[CH:5]=[CH:6][CH:7]=[C:2]([C:20]#[C:19][C:21]2([OH:29])[CH2:22][CH2:23][CH2:24][CH2:25][CH2:26][CH2:27][CH2:28]2)[CH:3]=1)=[O:17], predict the reactants needed to synthesize it. The reactants are: Br[C:2]1[CH:3]=[C:4]([CH:8]([OH:18])[CH2:9][CH2:10][NH:11][C:12](=[O:17])[C:13]([F:16])([F:15])[F:14])[CH:5]=[CH:6][CH:7]=1.[C:19]([C:21]1([OH:29])[CH2:28][CH2:27][CH2:26][CH2:25][CH2:24][CH2:23][CH2:22]1)#[CH:20]. (5) Given the product [NH4+:9].[OH-:17].[CH3:24][N:21]1[CH2:20][CH2:19][CH:18]([O:17][CH:7]2[C:6]3[CH:5]=[CH:4][CH:3]=[C:2]([C:31]4[CH:36]=[CH:35][CH:34]=[CH:33][CH:32]=4)[C:15]=3[CH2:14][CH2:13][N:12]3[C:8]2=[N:9][C:10]([C:2]2[CH:15]=[CH:6][CH:5]=[CH:4][CH:3]=2)=[CH:11]3)[CH2:23][CH2:22]1, predict the reactants needed to synthesize it. The reactants are: Br[C:2]1[C:15]2[CH2:14][CH2:13][N:12]3[C:8](=[N:9][C:10](I)=[CH:11]3)[CH:7]([O:17][CH:18]3[CH2:23][CH2:22][N:21]([CH3:24])[CH2:20][CH2:19]3)[C:6]=2[CH:5]=[CH:4][CH:3]=1.C([O-])([O-])=O.[K+].[K+].[C:31]1(B(O)O)[CH:36]=[CH:35][CH:34]=[CH:33][CH:32]=1.N. (6) Given the product [Br:6][C:7]1[C:8]([CH:14]2[O:18][CH2:17][CH2:16][O:15]2)=[N:9][C:10]([CH:3]2[CH2:4][CH2:5]2)=[CH:11][CH:12]=1, predict the reactants needed to synthesize it. The reactants are: Br[Mg][CH:3]1[CH2:5][CH2:4]1.[Br:6][C:7]1[C:8]([CH:14]2[O:18][CH2:17][CH2:16][O:15]2)=[N:9][C:10](Br)=[CH:11][CH:12]=1.C(Cl)Cl.